This data is from Drug-target binding data from BindingDB using IC50 measurements. The task is: Regression. Given a target protein amino acid sequence and a drug SMILES string, predict the binding affinity score between them. We predict pIC50 (pIC50 = -log10(IC50 in M); higher means more potent). Dataset: bindingdb_ic50. (1) The small molecule is C[C@H](Nc1ncnc2[nH]cnc12)c1nc2ccc(F)cc2c(=O)n1-c1ccccc1. The target protein (P70182) has sequence MASASSGPAAAGFSSLDAGAPAGTAAASGIKRATVSEGPSASVMPVKKIGHRSVDSSGETTYKKTTSSALKGAIQLGITHTVGSLSTKPERDVLMQDFYVVESIFFPSEGSNLTPAHHYNDFRFKTYAPVAFRYFRELFGIRPDDYLYSLCSEPLIELSNSGASGSLFYVSSDDEFIIKTVQHKEAEFLQKLLPGYYMNLNQNPRTLLPKFYGLYCVQAGGKNIRIVVMNNLLPRSVKMHMKYDLKGSTYKRRASQKEREKTLPTFKDLDFLQDIPDGLFLDADMYSALCKTLQRDCLVLQSFKIMDYSLLMSIHNMDHAQREPTSNDTQYSADTRRPAPQKALYSTAMESIQGEARRGGTVETEDHMGGIPARNNKGERLLLYIGIIDILQSYRFVKKLEHSWKALVHDGDTVSVHRPGFYAERFQRFMCNTVFKKIPLKPSPTKKFRSGPSFSRRSGPSGNSCTSQLMASGEHRAQVTTKAEVEPDVHLGRPDVLPQT.... The pIC50 is 5.0. (2) The drug is COc1cnc2c(Nc3ccc(F)c([C@@]4(C(F)(F)F)CS(=O)(=O)C(C)(C)C(N)=N4)c3)nccc2c1. The target protein (P07339) has sequence MQPSSLLPLALCLLAAPASALVRIPLHKFTSIRRTMSEVGGSVEDLIAKGPVSKYSQAVPAVTEGPIPEVLKNYMDAQYYGEIGIGTPPQCFTVVFDTGSSNLWVPSIHCKLLDIACWIHHKYNSDKSSTYVKNGTSFDIHYGSGSLSGYLSQDTVSVPCQSASSASALGGVKVERQVFGEATKQPGITFIAAKFDGILGMAYPRISVNNVLPVFDNLMQQKLVDQNIFSFYLSRDPDAQPGGELMLGGTDSKYYKGSLSYLNVTRKAYWQVHLDQVEVASGLTLCKEGCEAIVDTGTSLMVGPVDEVRELQKAIGAVPLIQGEYMIPCEKVSTLPAITLKLGGKGYKLSPEDYTLKVSQAGKTLCLSGFMGMDIPPPSGPLWILGDVFIGRYYTVFDRDNNRVGFAEAARL. The pIC50 is 3.4. (3) The target protein (Q5RLM2) has sequence MGFEDLLDKVGGFGPFQLRNLVLMALPRMLLPMHFLLPVFMAAVPAHHCALPGAPANLSHQDLWLEAHLPRETDGSFSSCLRFAYPQTVPNVTLGTEVSNSGEPEGEPLTVPCSQGWEYDRSEFSSTIATEWDLVCQQRGLNKITSTCFFIGVLVGAVVYGYLSDRFGRRRLLLVAYVSSLVLGLMSAASINYIMFVVTRTLTGSALAGFTIIVLPLELEWLDVEHRTVAGVISTVFWSGGVLLLALVGYLIRSWRWLLLAATLPCVPGIISIWWVPESARWLLTQGRVEEAKKYLLSCAKLNGRPVGEGSLSQEALNNVVTMERALQRPSYLDLFRTSQLRHISLCCMMVWFGVNFSYYGLTLDVSGLGLNVYQTQLLFGAVELPSKIMVYFLVRRLGRRLTEAGMLLGAALTFGTSLLVSLETKSWITALVVVGKAFSEAAFTTAYLFTSELYPTVLRQTGLGLTALMGRLGASLAPLAALLDGVWLLLPKVAYGGIA.... The small molecule is CC(=O)OCC1=C(C(=O)O)N2C(=O)[C@@H](NC(=O)Cc3cccs3)[C@H]2SC1. The pIC50 is 2.8.